This data is from Catalyst prediction with 721,799 reactions and 888 catalyst types from USPTO. The task is: Predict which catalyst facilitates the given reaction. Reactant: [OH:1][C:2]1[CH:3]=[C:4]2[C:9](=[CH:10][CH:11]=1)[C:8](=[O:12])[CH2:7][CH2:6][CH2:5]2.C(N(CC)CC)C.[F:20][C:21]([F:34])([F:33])[S:22](O[S:22]([C:21]([F:34])([F:33])[F:20])(=[O:24])=[O:23])(=[O:24])=[O:23].O. Product: [O:12]=[C:8]1[CH2:7][CH2:6][CH2:5][C:4]2[CH:3]=[C:2]([O:1][S:22]([C:21]([F:34])([F:33])[F:20])(=[O:24])=[O:23])[CH:11]=[CH:10][C:9]1=2. The catalyst class is: 2.